Dataset: Reaction yield outcomes from USPTO patents with 853,638 reactions. Task: Predict the reaction yield, written as a fraction of the theoretical maximum amount of product (1.0 means a 100% yield; for example, 0.34 means a 34% yield). (1) The reactants are [NH:1]1[C:5]2[CH:6]=[CH:7][CH:8]=[CH:9][C:4]=2[N:3]=[C:2]1[CH:10]1[CH2:15][CH2:14][CH:13]([OH:16])[CH2:12][CH2:11]1.[Br:17][C:18]1[C:19](Cl)=[N:20][CH:21]=[CH:22][CH:23]=1.C(O[Na])(C)(C)C. The catalyst is CS(C)=O. The product is [Br:17][C:18]1[C:19]([O:16][CH:13]2[CH2:14][CH2:15][CH:10]([C:2]3[NH:3][C:4]4[CH:9]=[CH:8][CH:7]=[CH:6][C:5]=4[N:1]=3)[CH2:11][CH2:12]2)=[N:20][CH:21]=[CH:22][CH:23]=1. The yield is 0.360. (2) The reactants are [C:1]1([C:7]([C:9]2[NH:17][C:12]3=[CH:13][N:14]=[CH:15][CH:16]=[C:11]3[CH:10]=2)=O)[CH:6]=[CH:5][CH:4]=[CH:3][CH:2]=1.[NH2:18][O:19][CH:20]1[CH2:25][CH2:24][N:23]([C:26]([O:28][C:29]([CH3:32])([CH3:31])[CH3:30])=[O:27])[CH2:22][CH2:21]1.Cl. The catalyst is CCO.C(OCC)C. The product is [C:1]1([C:7](=[N:18][O:19][CH:20]2[CH2:21][CH2:22][N:23]([C:26]([O:28][C:29]([CH3:32])([CH3:31])[CH3:30])=[O:27])[CH2:24][CH2:25]2)[C:9]2[NH:17][C:12]3=[CH:13][N:14]=[CH:15][CH:16]=[C:11]3[CH:10]=2)[CH:6]=[CH:5][CH:4]=[CH:3][CH:2]=1. The yield is 0.230. (3) The product is [CH:19]12[N:25]([C:26]3[CH:32]=[CH:31][C:29]([NH:30][C:16]([C:3]4[C:2](=[O:1])[C:11]5[C:6](=[CH:7][CH:8]=[CH:9][C:10]=5[C:12]([F:13])([F:14])[F:15])[NH:5][CH:4]=4)=[O:18])=[C:28]([C:33]#[C:34][CH2:35][N:36]([CH3:38])[CH3:37])[CH:27]=3)[CH:22]([CH2:23][CH2:24]1)[CH2:21][CH2:20]2. The catalyst is CC1CCCO1.CCOC(C)=O. The reactants are [O:1]=[C:2]1[C:11]2[C:6](=[CH:7][CH:8]=[CH:9][C:10]=2[C:12]([F:15])([F:14])[F:13])[NH:5][CH:4]=[C:3]1[C:16]([OH:18])=O.[CH:19]12[N:25]([C:26]3[CH:32]=[CH:31][C:29]([NH2:30])=[C:28]([C:33]#[C:34][CH2:35][N:36]([CH3:38])[CH3:37])[CH:27]=3)[CH:22]([CH2:23][CH2:24]1)[CH2:21][CH2:20]2.C(P1(=O)OP(CCC)(=O)OP(CCC)(=O)O1)CC.N1C=CC=CC=1. The yield is 0.170. (4) The reactants are [CH2:1]([S:8]([CH2:11][C:12](O)=O)(=[O:10])=[O:9])[C:2]1[CH:7]=[CH:6][CH:5]=[CH:4][CH:3]=1.[Cl:15][C:16]1[CH:23]=[CH:22][C:19](C=O)=[CH:18][CH:17]=1. No catalyst specified. The product is [CH2:1]([S:8](/[CH:11]=[CH:12]/[C:19]1[CH:22]=[CH:23][C:16]([Cl:15])=[CH:17][CH:18]=1)(=[O:10])=[O:9])[C:2]1[CH:7]=[CH:6][CH:5]=[CH:4][CH:3]=1. The yield is 0.780.